The task is: Predict the reaction yield, written as a fraction of the theoretical maximum amount of product (1.0 means a 100% yield; for example, 0.34 means a 34% yield).. This data is from Reaction yield outcomes from USPTO patents with 853,638 reactions. (1) The reactants are [Cl:1][C:2]1[CH:7]=[CH:6][C:5]([C:8]2[CH:17]=[C:16]([C@H:18]([C@@H:20]3[CH2:25][CH2:24][CH2:23][CH2:22][N:21]3C(C3C=CC=CC=3)(C3C=CC=CC=3)C3C=CC=CC=3)[OH:19])[C:15]3[C:10](=[CH:11][CH:12]=[CH:13][CH:14]=3)[N:9]=2)=[CH:4][CH:3]=1.Cl. The catalyst is CCOCC. The product is [Cl:1][C:2]1[CH:7]=[CH:6][C:5]([C:8]2[CH:17]=[C:16]([C@H:18]([C@@H:20]3[CH2:25][CH2:24][CH2:23][CH2:22][NH:21]3)[OH:19])[C:15]3[C:10](=[CH:11][CH:12]=[CH:13][CH:14]=3)[N:9]=2)=[CH:4][CH:3]=1. The yield is 0.550. (2) The reactants are Br[C:2]1[CH:3]=[CH:4][C:5]2[C:9]([C:10]3[CH:15]=[CH:14][CH:13]=[CH:12][CH:11]=3)=[C:8]([C:16]3[CH:21]=[CH:20][CH:19]=[CH:18][CH:17]=3)[O:7][C:6]=2[CH:22]=1.C([Li])CCC.[B:28](OC)([O:31]C)[O:29]C.Cl. The catalyst is CCCCCC.C1COCC1. The product is [C:16]1([C:8]2[O:7][C:6]3[CH:22]=[C:2]([B:28]([OH:31])[OH:29])[CH:3]=[CH:4][C:5]=3[C:9]=2[C:10]2[CH:15]=[CH:14][CH:13]=[CH:12][CH:11]=2)[CH:21]=[CH:20][CH:19]=[CH:18][CH:17]=1. The yield is 0.600.